Dataset: Catalyst prediction with 721,799 reactions and 888 catalyst types from USPTO. Task: Predict which catalyst facilitates the given reaction. (1) Reactant: N[C:2](N)=[S:3].[N+]([O-])([O-])=O.[NH4+].O1[CH2:27][CH:11]1[CH2:12][S:13][CH2:14][CH:15]1[CH2:20][S:19][CH:18]([CH2:21][S:22][CH2:23][CH:24]2OC2)[CH2:17][S:16]1.[S:28](=O)(=O)(O)O. Product: [S:3]1[CH2:2][CH:24]1[CH2:23][S:22][CH2:21][CH:18]1[CH2:17][S:16][CH:15]([CH2:14][S:13][CH2:12][CH:11]2[S:28][CH2:27]2)[CH2:20][S:19]1. The catalyst class is: 224. (2) Reactant: Br[C:2]1[CH:10]=[C:9]2[C:5]([CH:6]=[CH:7][NH:8]2)=[CH:4][CH:3]=1.[Li]C(C)(C)C.[CH3:16][S:17]SC. Product: [CH3:16][S:17][C:2]1[CH:10]=[C:9]2[C:5]([CH:6]=[CH:7][NH:8]2)=[CH:4][CH:3]=1. The catalyst class is: 1. (3) Reactant: COC(OC)[N:4]([CH3:6])C.[F:9][C:10]1[CH:15]=[CH:14][C:13]([C:16]2[N:17]=[C:18]([CH:28]([CH3:30])[CH3:29])[NH:19][C:20]=2[C:21]2[CH:26]=[CH:25][CH:24]=[C:23]([CH3:27])[N:22]=2)=[CH:12][C:11]=1[C:31](=O)[CH3:32].O.[NH2:35]N. Product: [F:9][C:10]1[CH:15]=[CH:14][C:13]([C:16]2[N:17]=[C:18]([CH:28]([CH3:30])[CH3:29])[NH:19][C:20]=2[C:21]2[CH:26]=[CH:25][CH:24]=[C:23]([CH3:27])[N:22]=2)=[CH:12][C:11]=1[C:31]1[CH:32]=[CH:6][NH:4][N:35]=1. The catalyst class is: 15. (4) Reactant: [Br:1][C:2]1[CH:7]=[CH:6][C:5]([CH2:8][CH:9]([C:13]2[CH:18]=[CH:17][C:16]([O:19][CH3:20])=[CH:15][CH:14]=2)[C:10]([OH:12])=O)=[CH:4][CH:3]=1.[CH:21](N(C(C)C)CC)(C)C.C(Cl)CCl.C1C=N[C:37]2[N:40]([OH:43])N=NC=2C=1. Product: [Br:1][C:2]1[CH:3]=[CH:4][C:5]([CH2:8][CH:9]([C:13]2[CH:18]=[CH:17][C:16]([O:19][CH3:20])=[CH:15][CH:14]=2)[C:10]([N:40]([O:43][CH3:21])[CH3:37])=[O:12])=[CH:6][CH:7]=1. The catalyst class is: 31. (5) Reactant: [N:1]12[CH2:8][CH2:7][C:4]([C:9]([C:16]3[S:17][CH:18]=[CH:19][CH:20]=3)([C:11]3[S:12][CH:13]=[CH:14][CH:15]=3)[OH:10])([CH2:5][CH2:6]1)[CH2:3][CH2:2]2.[Br:21][CH2:22][CH2:23][CH2:24][C:25]1[CH:30]=[CH:29][CH:28]=[CH:27][CH:26]=1. Product: [Br-:21].[OH:10][C:9]([C:16]1[S:17][CH:18]=[CH:19][CH:20]=1)([C:11]1[S:12][CH:13]=[CH:14][CH:15]=1)[C:4]12[CH2:5][CH2:6][N+:1]([CH2:22][CH2:23][CH2:24][C:25]3[CH:30]=[CH:29][CH:28]=[CH:27][CH:26]=3)([CH2:8][CH2:7]1)[CH2:2][CH2:3]2. The catalyst class is: 5. (6) Reactant: [NH:1]1[CH:5]=[CH:4][C:3]([OH:6])=[N:2]1.NN.BrC1SC([C:15](=[O:17])[CH3:16])=CC=1.[C:18](=O)(OC)[O:19]C.[H-].[Na+].Cl.NN. Product: [CH3:18][O:19][C:15](=[O:17])[CH2:16][O:6][C:3]1[CH:4]=[CH:5][NH:1][N:2]=1. The catalyst class is: 275. (7) Product: [Si:35]([O:34][C@H:27]([C:28]1[CH:29]=[CH:30][CH:31]=[CH:32][CH:33]=1)[C@H:12]1[CH2:13][CH2:14][C@@H:15]([CH2:16][C:17]2[CH:18]=[CH:19][C:20]([N+:23]([O-:25])=[O:24])=[CH:21][CH:22]=2)[NH:8]1)([C:38]([CH3:40])([CH3:41])[CH3:39])([CH3:36])[CH3:37].[Si:35]([O:34][C@H:27]([C:28]1[CH:29]=[CH:30][CH:31]=[CH:32][CH:33]=1)[C@H:12]1[CH2:13][CH2:14][C@H:15]([CH2:16][C:17]2[CH:18]=[CH:19][C:20]([N+:23]([O-:25])=[O:24])=[CH:21][CH:22]=2)[NH:8]1)([C:38]([CH3:40])([CH3:41])[CH3:39])([CH3:36])[CH3:37]. The catalyst class is: 2. Reactant: COC1C=CC(C[N:8]([C@@H:12]([C@H:27]([O:34][Si:35]([C:38]([CH3:41])([CH3:40])[CH3:39])([CH3:37])[CH3:36])[C:28]2[CH:33]=[CH:32][CH:31]=[CH:30][CH:29]=2)[CH2:13][CH2:14][C:15](=O)[CH2:16][C:17]2[CH:22]=[CH:21][C:20]([N+:23]([O-:25])=[O:24])=[CH:19][CH:18]=2)C(=O)[O-])=CC=1.C(O)(C(F)(F)F)=O.C([BH3-])#N.[Na+].